From a dataset of NCI-60 drug combinations with 297,098 pairs across 59 cell lines. Regression. Given two drug SMILES strings and cell line genomic features, predict the synergy score measuring deviation from expected non-interaction effect. (1) Drug 1: CC(C)(C#N)C1=CC(=CC(=C1)CN2C=NC=N2)C(C)(C)C#N. Drug 2: CC(C)CN1C=NC2=C1C3=CC=CC=C3N=C2N. Cell line: T-47D. Synergy scores: CSS=3.09, Synergy_ZIP=-4.54, Synergy_Bliss=-7.32, Synergy_Loewe=-0.298, Synergy_HSA=-4.72. (2) Drug 1: C1=NC2=C(N1)C(=S)N=C(N2)N. Drug 2: C1=NC2=C(N=C(N=C2N1C3C(C(C(O3)CO)O)F)Cl)N. Cell line: A549. Synergy scores: CSS=52.3, Synergy_ZIP=-2.58, Synergy_Bliss=-3.04, Synergy_Loewe=-12.0, Synergy_HSA=-1.16. (3) Drug 1: C1CCC(CC1)NC(=O)N(CCCl)N=O. Drug 2: CCC(=C(C1=CC=CC=C1)C2=CC=C(C=C2)OCCN(C)C)C3=CC=CC=C3.C(C(=O)O)C(CC(=O)O)(C(=O)O)O. Cell line: HT29. Synergy scores: CSS=12.0, Synergy_ZIP=-3.71, Synergy_Bliss=1.30, Synergy_Loewe=-2.92, Synergy_HSA=-1.25. (4) Drug 1: CC1CCC2CC(C(=CC=CC=CC(CC(C(=O)C(C(C(=CC(C(=O)CC(OC(=O)C3CCCCN3C(=O)C(=O)C1(O2)O)C(C)CC4CCC(C(C4)OC)O)C)C)O)OC)C)C)C)OC. Drug 2: COCCOC1=C(C=C2C(=C1)C(=NC=N2)NC3=CC=CC(=C3)C#C)OCCOC.Cl. Cell line: EKVX. Synergy scores: CSS=7.92, Synergy_ZIP=-6.43, Synergy_Bliss=-1.91, Synergy_Loewe=-0.295, Synergy_HSA=0.346.